Dataset: Full USPTO retrosynthesis dataset with 1.9M reactions from patents (1976-2016). Task: Predict the reactants needed to synthesize the given product. (1) Given the product [C:2]([CH:8]([CH2:9][C:10]#[C:11][CH3:12])[C:7]#[N:13])(=[O:4])[CH3:1], predict the reactants needed to synthesize it. The reactants are: [CH3:1][C:2](C)([O-:4])C.[K+].[C:7](#[N:13])[CH2:8][CH2:9][CH2:10][C:11]#[CH:12].C(OCC(C)C)(=O)C.O. (2) The reactants are: [CH2:1]([N:8]1[C:16]2[C:15](=[O:17])[N:14]([CH2:18][C:19]3[C:28]4[C:23](=[CH:24][CH:25]=[CH:26][CH:27]=4)[CH:22]=[CH:21][N:20]=3)[CH:13]=[N:12][C:11]=2[C:10]([C:29]#[N:30])=[C:9]1[Cl:31])[C:2]1[CH:7]=[CH:6][CH:5]=[CH:4][CH:3]=1.[NH:32]1[CH2:38][CH2:37][CH2:36][NH:35][CH2:34][CH2:33]1. Given the product [ClH:31].[N:32]1([C:9]2[N:8]([CH2:1][C:2]3[CH:3]=[CH:4][CH:5]=[CH:6][CH:7]=3)[C:16]3[C:15](=[O:17])[N:14]([CH2:18][C:19]4[C:28]5[C:23](=[CH:24][CH:25]=[CH:26][CH:27]=5)[CH:22]=[CH:21][N:20]=4)[CH:13]=[N:12][C:11]=3[C:10]=2[C:29]#[N:30])[CH2:38][CH2:37][CH2:36][NH:35][CH2:34][CH2:33]1, predict the reactants needed to synthesize it. (3) Given the product [Br:1][C:2]1[CH:7]=[CH:6][C:5]([C@H:14]2[CH2:15][CH2:16][C:12](=[O:17])[CH2:13]2)=[CH:4][CH:3]=1, predict the reactants needed to synthesize it. The reactants are: [Br:1][C:2]1[CH:7]=[CH:6][C:5](B(O)O)=[CH:4][CH:3]=1.O.[C:12]1(=[O:17])[CH2:16][CH2:15][CH:14]=[CH:13]1. (4) Given the product [CH:8]1([CH2:11][N:12]2[CH2:13][CH2:14][N:15]([CH:18]3[CH2:23][CH2:22][NH:21][CH2:20][CH2:19]3)[CH2:16][CH2:17]2)[CH2:9][CH2:10]1, predict the reactants needed to synthesize it. The reactants are: C(O)(C(F)(F)F)=O.[CH:8]1([CH2:11][N:12]2[CH2:17][CH2:16][N:15]([CH:18]3[CH2:23][CH2:22][N:21](C(OC(C)(C)C)=O)[CH2:20][CH2:19]3)[CH2:14][CH2:13]2)[CH2:10][CH2:9]1. (5) Given the product [CH3:8][N:9]1[CH2:14][CH2:13][N:12]([C:18]2[C:19]3[C:24](=[CH:23][CH:22]=[CH:21][CH:20]=3)[S:15][CH2:16][CH:17]=2)[CH2:11][CH2:10]1, predict the reactants needed to synthesize it. The reactants are: C1(C)C=CC=CC=1.[CH3:8][N:9]1[CH2:14][CH2:13][NH:12][CH2:11][CH2:10]1.[S:15]1[C:24]2[C:19](=[CH:20][CH:21]=[CH:22][CH:23]=2)[C:18](=O)[CH2:17][CH2:16]1.